This data is from Peptide-MHC class I binding affinity with 185,985 pairs from IEDB/IMGT. The task is: Regression. Given a peptide amino acid sequence and an MHC pseudo amino acid sequence, predict their binding affinity value. This is MHC class I binding data. (1) The peptide sequence is RIRKDFGKR. The MHC is HLA-A02:01 with pseudo-sequence HLA-A02:01. The binding affinity (normalized) is 0.465. (2) The peptide sequence is YIDWMVSVP. The MHC is HLA-A24:03 with pseudo-sequence HLA-A24:03. The binding affinity (normalized) is 0.0847.